Dataset: Full USPTO retrosynthesis dataset with 1.9M reactions from patents (1976-2016). Task: Predict the reactants needed to synthesize the given product. (1) Given the product [Br:38][CH2:34][CH2:33][O:32][C:18]1[C:19]([C:21]2[CH:22]=[CH:23][C:24]([C:25]([N:27]([CH3:29])[CH3:28])=[O:26])=[CH:30][CH:31]=2)=[N:20][C:15]([C:7]2[NH:6][C:5](=[O:36])[C:4]3[C:9](=[CH:10][C:11]([O:13][CH3:14])=[CH:12][C:3]=3[O:2][CH3:1])[N:8]=2)=[CH:16][CH:17]=1, predict the reactants needed to synthesize it. The reactants are: [CH3:1][O:2][C:3]1[CH:12]=[C:11]([O:13][CH3:14])[CH:10]=[C:9]2[C:4]=1[C:5](=[O:36])[NH:6][C:7]([C:15]1[N:20]=[C:19]([C:21]3[CH:31]=[CH:30][C:24]([C:25]([N:27]([CH3:29])[CH3:28])=[O:26])=[CH:23][CH:22]=3)[C:18]([O:32][CH2:33][CH2:34]O)=[CH:17][CH:16]=1)=[N:8]2.P(Br)(Br)[Br:38]. (2) Given the product [I:21][C:19]1[CH:18]=[CH:17][N:16]=[C:15]([N:1]2[C:9]3[C:4](=[CH:5][CH:6]=[CH:7][CH:8]=3)[C:3]([C:10]([OH:12])=[O:11])=[N:2]2)[CH:20]=1, predict the reactants needed to synthesize it. The reactants are: [NH:1]1[C:9]2[C:4](=[CH:5][CH:6]=[CH:7][CH:8]=2)[C:3]([C:10]([O:12]C)=[O:11])=[N:2]1.F[C:15]1[CH:20]=[C:19]([I:21])[CH:18]=[CH:17][N:16]=1. (3) Given the product [Cl:5][C:6]1[C:15]2[C:10](=[CH:11][C:12]([C:18]3[N:23]=[N:22][C:21]([N:24]([CH3:35])[CH:25]4[CH2:30][C:29]([CH3:31])([CH3:32])[NH:28][C:27]([CH3:34])([CH3:33])[CH2:26]4)=[CH:20][CH:19]=3)=[C:13]([OH:16])[CH:14]=2)[N:9]=[CH:8][CH:7]=1, predict the reactants needed to synthesize it. The reactants are: B(Br)(Br)Br.[Cl:5][C:6]1[C:15]2[C:10](=[CH:11][C:12]([C:18]3[N:23]=[N:22][C:21]([N:24]([CH3:35])[CH:25]4[CH2:30][C:29]([CH3:32])([CH3:31])[NH:28][C:27]([CH3:34])([CH3:33])[CH2:26]4)=[CH:20][CH:19]=3)=[C:13]([O:16]C)[CH:14]=2)[N:9]=[CH:8][CH:7]=1.CO. (4) Given the product [N:32]1([NH:31][C:28](=[O:29])[CH2:27][CH2:26][CH2:25][N:2]([CH3:1])[C:3]([C:5]2[CH:6]=[C:7]3[C:15](=[CH:16][CH:17]=2)[N:14]([CH3:18])[C:13]2[CH2:12][CH2:11][C@@H:10]([CH:19]4[CH2:24][CH2:23][O:22][CH2:21][CH2:20]4)[CH2:9][C:8]3=2)=[O:4])[CH:36]=[CH:35][CH:34]=[CH:33]1, predict the reactants needed to synthesize it. The reactants are: [CH3:1][N:2]([CH2:25][CH2:26][CH2:27][C:28](O)=[O:29])[C:3]([C:5]1[CH:6]=[C:7]2[C:15](=[CH:16][CH:17]=1)[N:14]([CH3:18])[C:13]1[CH2:12][CH2:11][C@@H:10]([CH:19]3[CH2:24][CH2:23][O:22][CH2:21][CH2:20]3)[CH2:9][C:8]2=1)=[O:4].[NH2:31][N:32]1[CH:36]=[CH:35][CH:34]=[CH:33]1.F[P-](F)(F)(F)(F)F.N1(OC(N(C)C)=[N+](C)C)C2N=CC=CC=2N=N1.C(N(CC)C(C)C)(C)C.